This data is from Forward reaction prediction with 1.9M reactions from USPTO patents (1976-2016). The task is: Predict the product of the given reaction. (1) Given the reactants [Cl:1][C:2]1[C:14]2[C:13]3[C:8](=[CH:9][CH:10]=[C:11]4[CH:18]=[C:17]([OH:19])[CH:16]=[CH:15][C:12]4=3)[NH:7][C:6]=2[C:5]([CH3:20])=[CH:4][N:3]=1.Cl.Cl[CH2:23][CH2:24][N:25]1[CH2:30][CH2:29][O:28][CH2:27][CH2:26]1, predict the reaction product. The product is: [Cl:1][C:2]1[C:14]2[C:13]3[C:8](=[CH:9][CH:10]=[C:11]4[CH:18]=[C:17]([O:19][CH2:23][CH2:24][N:25]5[CH2:30][CH2:29][O:28][CH2:27][CH2:26]5)[CH:16]=[CH:15][C:12]4=3)[NH:7][C:6]=2[C:5]([CH3:20])=[CH:4][N:3]=1. (2) Given the reactants BrCCCN1C(=O)C2=CC=CC=C2C1=O.[N-]=[N+]=[N-].[Na+].[Al].[OH:21][CH2:22][C:23]1[N:24]=[N:25][N:26]([CH2:28][CH2:29][CH2:30][N:31]2[C:39](=[O:40])[C:38]3[C:33](=[CH:34][CH:35]=[CH:36][CH:37]=3)[C:32]2=[O:41])[CH:27]=1.N(CCCN1C(=O)C2C(=CC=CC=2)C1=O)=[N+]=[N-], predict the reaction product. The product is: [O:40]=[C:39]1[C:38]2[C:33](=[CH:34][CH:35]=[CH:36][CH:37]=2)[C:32](=[O:41])[N:31]1[CH2:30][CH2:29][CH2:28][N:26]1[CH:27]=[C:23]([CH:22]=[O:21])[N:24]=[N:25]1. (3) Given the reactants [CH2:1]([N:3]1[C:8]2[CH:9]=[CH:10][C:11]([N+:13]([O-])=O)=[CH:12][C:7]=2[O:6][CH:5]([C:16]2[CH:21]=[CH:20][CH:19]=[CH:18][CH:17]=2)[C:4]1=[O:22])[CH3:2].[H][H], predict the reaction product. The product is: [NH2:13][C:11]1[CH:10]=[CH:9][C:8]2[N:3]([CH2:1][CH3:2])[C:4](=[O:22])[CH:5]([C:16]3[CH:21]=[CH:20][CH:19]=[CH:18][CH:17]=3)[O:6][C:7]=2[CH:12]=1.